Task: Predict which catalyst facilitates the given reaction.. Dataset: Catalyst prediction with 721,799 reactions and 888 catalyst types from USPTO Reactant: [Cl:1][C:2]1[CH:3]=[C:4]([C:11]([C:14]2[NH:15][CH:16]=[CH:17][CH:18]=2)([CH3:13])[CH3:12])[CH:5]=[C:6]([N+:8]([O-:10])=[O:9])[CH:7]=1.[H-].[Na+].[CH2:21](I)[CH3:22]. Product: [Cl:1][C:2]1[CH:3]=[C:4]([C:11]([C:14]2[N:15]([CH2:21][CH3:22])[CH:16]=[CH:17][CH:18]=2)([CH3:13])[CH3:12])[CH:5]=[C:6]([N+:8]([O-:10])=[O:9])[CH:7]=1. The catalyst class is: 3.